Dataset: Reaction yield outcomes from USPTO patents with 853,638 reactions. Task: Predict the reaction yield, written as a fraction of the theoretical maximum amount of product (1.0 means a 100% yield; for example, 0.34 means a 34% yield). The reactants are [Cl:1][C:2]1[CH:11]=[CH:10][CH:9]=[C:8]2[C:3]=1[C:4](=[O:26])[N:5]([CH:23]1[CH2:25][CH2:24]1)[C:6]([C@H:12]([NH:15]C(=O)OC(C)(C)C)[CH2:13][CH3:14])=[N:7]2.Cl.C([O-])(O)=O.[Na+]. The catalyst is C(OCC)(=O)C.CCOCC.C([O-])(=O)C.O. The product is [NH2:15][C@@H:12]([C:6]1[N:5]([CH:23]2[CH2:24][CH2:25]2)[C:4](=[O:26])[C:3]2[C:8](=[CH:9][CH:10]=[CH:11][C:2]=2[Cl:1])[N:7]=1)[CH2:13][CH3:14]. The yield is 0.837.